From a dataset of Reaction yield outcomes from USPTO patents with 853,638 reactions. Predict the reaction yield, written as a fraction of the theoretical maximum amount of product (1.0 means a 100% yield; for example, 0.34 means a 34% yield). (1) The reactants are [NH:1]1[C:5]2=[N:6][CH:7]=[C:8]([C:10]3[CH:15]=[CH:14][N:13]=[C:12]([NH2:16])[CH:11]=3)[CH:9]=[C:4]2[CH:3]=[N:2]1.CCN(C(C)C)C(C)C.Cl[C:27]([O:29][CH3:30])=[O:28]. The catalyst is C(Cl)Cl. The product is [CH3:30][O:29][C:27](=[O:28])[NH:16][C:12]1[CH:11]=[C:10]([C:8]2[CH:9]=[C:4]3[CH:3]=[N:2][NH:1][C:5]3=[N:6][CH:7]=2)[CH:15]=[CH:14][N:13]=1. The yield is 0.146. (2) The reactants are [CH3:1][O:2][C:3]1[CH:8]=[C:7]([CH:9]2[CH2:14][CH2:13][NH:12][CH2:11][CH2:10]2)[CH:6]=[CH:5][C:4]=1[NH:15][C:16]1[N:21]=[C:20]([CH2:22][CH2:23][C:24]2[CH:25]=[C:26]([CH:30]=[CH:31][CH:32]=2)[C:27]([NH2:29])=[O:28])[C:19]([C:33]([F:36])([F:35])[F:34])=[CH:18][N:17]=1.[CH:37](=O)[CH3:38].C(O[BH-](OC(=O)C)OC(=O)C)(=O)C.[Na+]. The catalyst is CO. The product is [CH2:37]([N:12]1[CH2:13][CH2:14][CH:9]([C:7]2[CH:6]=[CH:5][C:4]([NH:15][C:16]3[N:21]=[C:20]([CH2:22][CH2:23][C:24]4[CH:25]=[C:26]([CH:30]=[CH:31][CH:32]=4)[C:27]([NH2:29])=[O:28])[C:19]([C:33]([F:34])([F:35])[F:36])=[CH:18][N:17]=3)=[C:3]([O:2][CH3:1])[CH:8]=2)[CH2:10][CH2:11]1)[CH3:38]. The yield is 0.160. (3) The reactants are [Cl:1][C:2]1[CH:11]=[CH:10][CH:9]=[C:8]2[C:3]=1[C:4](=[O:21])[N:5]([C:14]1[CH:19]=[CH:18][CH:17]=[CH:16][C:15]=1[Cl:20])[C:6]([CH2:12]Cl)=[N:7]2.O.[SH:23][C:24]1[N:32]=[CH:31][N:30]=[C:29]2[C:25]=1[NH:26][CH:27]=[N:28]2.C([O-])([O-])=O.[K+].[K+]. The catalyst is CN(C=O)C. The product is [Cl:1][C:2]1[CH:11]=[CH:10][CH:9]=[C:8]2[C:3]=1[C:4](=[O:21])[N:5]([C:14]1[CH:19]=[CH:18][CH:17]=[CH:16][C:15]=1[Cl:20])[C:6]([CH2:12][S:23][C:24]1[N:32]=[CH:31][N:30]=[C:29]3[C:25]=1[N:26]=[CH:27][NH:28]3)=[N:7]2. The yield is 0.850. (4) The reactants are [Cl:1][C:2]1[CH:3]=[CH:4][C:5]([O:10][CH2:11][C:12]([N:14]2[CH2:19][C@H:18]([CH3:20])[N:17]([CH2:21][C:22]3[CH:27]=[CH:26][C:25]([F:28])=[CH:24][CH:23]=3)[CH2:16][C@H:15]2[CH3:29])=[O:13])=[C:6]([CH:9]=1)[CH:7]=O.C([O-])(=O)C.[NH4+].C([BH3-])#[N:36].[Na+]. The catalyst is CO. The product is [NH2:36][CH2:7][C:6]1[CH:9]=[C:2]([Cl:1])[CH:3]=[CH:4][C:5]=1[O:10][CH2:11][C:12]([N:14]1[CH2:19][C@H:18]([CH3:20])[N:17]([CH2:21][C:22]2[CH:23]=[CH:24][C:25]([F:28])=[CH:26][CH:27]=2)[CH2:16][C@H:15]1[CH3:29])=[O:13]. The yield is 0.690. (5) The product is [Br:1][C:2]1[CH:3]=[N:4][N:5]([CH3:9])[C:6]=1[CH2:7][OH:8]. The catalyst is CO. The yield is 0.790. The reactants are [Br:1][C:2]1[CH:3]=[N:4][N:5]([CH3:9])[C:6]=1[CH:7]=[O:8].[BH4-].[Na+]. (6) The reactants are [NH2:1][C:2]1[CH:3]=[C:4]([C:8]2[C:16]3[C:11](=[N:12][CH:13]=[N:14][C:15]=3[NH2:17])[N:10]([CH:18]([CH3:20])[CH3:19])[N:9]=2)[CH:5]=[CH:6][CH:7]=1.C(N(C(C)C)CC)(C)C.[C:30](Cl)(=[O:33])[CH:31]=[CH2:32]. The catalyst is O1CCCC1. The product is [NH2:17][C:15]1[N:14]=[CH:13][N:12]=[C:11]2[N:10]([CH:18]([CH3:20])[CH3:19])[N:9]=[C:8]([C:4]3[CH:3]=[C:2]([NH:1][C:30](=[O:33])[CH:31]=[CH2:32])[CH:7]=[CH:6][CH:5]=3)[C:16]=12. The yield is 0.260. (7) The product is [CH3:1][O:2][C:3]1[CH:4]=[C:5]2[C:10](=[CH:11][C:12]=1[CH2:13][NH:14][C@H:15]1[CH2:20][CH2:19][CH2:18][N:17]([CH2:29][C:30]3[NH:31][CH:32]=[N:33][C:34]=3[CH3:35])[C@H:16]1[C:21]1[CH:26]=[CH:25][CH:24]=[CH:23][CH:22]=1)[N:9]([CH3:27])[C:8](=[O:28])[CH2:7][CH2:6]2. The reactants are [CH3:1][O:2][C:3]1[CH:4]=[C:5]2[C:10](=[CH:11][C:12]=1[CH2:13][NH:14][C@H:15]1[CH2:20][CH2:19][CH2:18][NH:17][C@H:16]1[C:21]1[CH:26]=[CH:25][CH:24]=[CH:23][CH:22]=1)[N:9]([CH3:27])[C:8](=[O:28])[CH2:7][CH2:6]2.[CH3:29][C:30]1[N:31]=[CH:32][NH:33][C:34]=1[CH:35]=O.C([BH3-])#N.[Na+]. The catalyst is C(O)(=O)C.CO.C1COCC1.C(Cl)Cl. The yield is 0.660. (8) The reactants are [C:1]([C:5]1[CH:10]=[C:9](Br)[C:8]([N+:12]([O-:14])=[O:13])=[CH:7][C:6]=1[OH:15])([CH3:4])([CH3:3])[CH3:2].[CH2:16]([O:18][C:19]1[CH:24]=[CH:23][CH:22]=[CH:21][C:20]=1B(O)O)[CH3:17].C(=O)([O-])[O-].[K+].[K+].O. The catalyst is CN(C=O)C.C1C=CC([P]([Pd]([P](C2C=CC=CC=2)(C2C=CC=CC=2)C2C=CC=CC=2)([P](C2C=CC=CC=2)(C2C=CC=CC=2)C2C=CC=CC=2)[P](C2C=CC=CC=2)(C2C=CC=CC=2)C2C=CC=CC=2)(C2C=CC=CC=2)C2C=CC=CC=2)=CC=1. The product is [C:1]([C:5]1[CH:10]=[C:9]([C:20]2[CH:21]=[CH:22][CH:23]=[CH:24][C:19]=2[O:18][CH2:16][CH3:17])[C:8]([N+:12]([O-:14])=[O:13])=[CH:7][C:6]=1[OH:15])([CH3:4])([CH3:3])[CH3:2]. The yield is 0.920. (9) The reactants are Cl.[CH3:2][CH:3]([CH2:7][CH2:8][N:9]1[CH2:14][CH2:13][CH2:12][CH2:11][CH2:10]1)[C:4]([OH:6])=[O:5].C(N(C(C)C)C(C)C)C.C(Cl)(=O)C(Cl)=O.C(OC([N:37]1[C:41]([NH2:42])=[CH:40][C:39]([C:43]2[CH:44]=[N:45][C:46]([O:49][CH3:50])=[CH:47][CH:48]=2)=[N:38]1)=O)(C)(C)C.FC(F)(F)C(O)=O. The catalyst is C(Cl)Cl.CN(C=O)C. The product is [CH:4]([OH:6])=[O:5].[CH3:50][O:49][C:46]1[N:45]=[CH:44][C:43]([C:39]2[CH:40]=[C:41]([NH:42][C:4](=[O:6])[CH:3]([CH3:2])[CH2:7][CH2:8][N:9]3[CH2:14][CH2:13][CH2:12][CH2:11][CH2:10]3)[NH:37][N:38]=2)=[CH:48][CH:47]=1. The yield is 0.630. (10) The reactants are [NH:1]1[C:9]2[C:4](=[CH:5][CH:6]=[CH:7][CH:8]=2)[C:3]2([CH2:12][CH2:11][CH2:10]2)[C:2]1=[O:13].Cl.C([N:19]([CH2:23][C:24]1[CH:39]=[CH:38][C:27]2[N:28]([CH2:33][CH2:34][CH:35]([CH3:37])[CH3:36])[C:29]([CH2:31]Cl)=[N:30][C:26]=2[CH:25]=1)C(=O)O)(C)(C)C. No catalyst specified. The product is [NH2:19][CH2:23][C:24]1[CH:39]=[CH:38][C:27]2[N:28]([CH2:33][CH2:34][CH:35]([CH3:36])[CH3:37])[C:29]([CH2:31][N:1]3[C:9]4[C:4](=[CH:5][CH:6]=[CH:7][CH:8]=4)[C:3]4([CH2:12][CH2:11][CH2:10]4)[C:2]3=[O:13])=[N:30][C:26]=2[CH:25]=1. The yield is 0.180.